Task: Regression. Given a peptide amino acid sequence and an MHC pseudo amino acid sequence, predict their binding affinity value. This is MHC class I binding data.. Dataset: Peptide-MHC class I binding affinity with 185,985 pairs from IEDB/IMGT (1) The peptide sequence is YQEPPAHGL. The MHC is HLA-A30:01 with pseudo-sequence HLA-A30:01. The binding affinity (normalized) is 0.213. (2) The peptide sequence is EGPQYWEW. The MHC is Mamu-B3901 with pseudo-sequence Mamu-B3901. The binding affinity (normalized) is 0.0421. (3) The peptide sequence is EIFPNIKIY. The MHC is HLA-B08:01 with pseudo-sequence HLA-B08:01. The binding affinity (normalized) is 0.0847.